This data is from NCI-60 drug combinations with 297,098 pairs across 59 cell lines. The task is: Regression. Given two drug SMILES strings and cell line genomic features, predict the synergy score measuring deviation from expected non-interaction effect. Drug 1: CC12CCC3C(C1CCC2=O)CC(=C)C4=CC(=O)C=CC34C. Drug 2: C1=CC(=CC=C1C#N)C(C2=CC=C(C=C2)C#N)N3C=NC=N3. Cell line: MDA-MB-231. Synergy scores: CSS=44.5, Synergy_ZIP=-0.00878, Synergy_Bliss=0.306, Synergy_Loewe=-0.138, Synergy_HSA=0.236.